Dataset: Reaction yield outcomes from USPTO patents with 853,638 reactions. Task: Predict the reaction yield, written as a fraction of the theoretical maximum amount of product (1.0 means a 100% yield; for example, 0.34 means a 34% yield). (1) No catalyst specified. The yield is 0.660. The reactants are [C:1]([NH:5][S:6]([C:9]1(C)[CH2:11][CH2:10]1)(=[O:8])=[O:7])([CH3:4])([CH3:3])[CH3:2].[C:13]([O:21]C)(=O)[C:14]1[CH:19]=[CH:18][CH:17]=[CH:16][CH:15]=1. The product is [C:1]([NH:5][S:6]([C:9]1([C:13](=[O:21])[C:14]2[CH:15]=[CH:16][CH:17]=[CH:18][CH:19]=2)[CH2:11][CH2:10]1)(=[O:8])=[O:7])([CH3:4])([CH3:2])[CH3:3]. (2) The catalyst is C1COCC1. The reactants are [H-].[H-].[H-].[H-].[Li+].[Al+3].[CH2:7]([C:9]1[C:13]([C:14](OCC)=[O:15])=[C:12]([CH2:19][CH3:20])[O:11][N:10]=1)[CH3:8]. The yield is 0.970. The product is [CH2:7]([C:9]1[C:13]([CH2:14][OH:15])=[C:12]([CH2:19][CH3:20])[O:11][N:10]=1)[CH3:8]. (3) The reactants are [CH2:1]([O:8][C:9]1[CH:14]=[C:13]([N+:15]([O-])=O)[C:12]([C:18]([F:21])([F:20])[F:19])=[CH:11][C:10]=1[CH:22]1[CH2:26][CH2:25][CH2:24][CH2:23]1)[C:2]1[CH:7]=[CH:6][CH:5]=[CH:4][CH:3]=1.Cl. The catalyst is C(O)C.[Fe]. The product is [CH2:1]([O:8][C:9]1[C:10]([CH:22]2[CH2:26][CH2:25][CH2:24][CH2:23]2)=[CH:11][C:12]([C:18]([F:21])([F:19])[F:20])=[C:13]([CH:14]=1)[NH2:15])[C:2]1[CH:3]=[CH:4][CH:5]=[CH:6][CH:7]=1. The yield is 0.980.